From a dataset of Catalyst prediction with 721,799 reactions and 888 catalyst types from USPTO. Predict which catalyst facilitates the given reaction. (1) Reactant: [C:1]1([C:7]2[N:8]=[C:9]([C:12]3[C:16]([C:17](O)=[O:18])=[CH:15][N:14]([CH2:20][O:21][CH2:22][CH2:23][Si:24]([CH3:27])([CH3:26])[CH3:25])[N:13]=3)[S:10][CH:11]=2)[CH:6]=[CH:5][CH:4]=[CH:3][CH:2]=1.CN(C(ON1N=[N:43][C:38]2[CH:39]=CC=N[C:37]1=2)=[N+](C)C)C.F[P-](F)(F)(F)(F)F.CCN(C(C)C)C(C)C.CC(N)C. Product: [CH:38]([NH:43][C:17]([C:16]1[C:12]([C:9]2[S:10][CH:11]=[C:7]([C:1]3[CH:6]=[CH:5][CH:4]=[CH:3][CH:2]=3)[N:8]=2)=[N:13][N:14]([CH2:20][O:21][CH2:22][CH2:23][Si:24]([CH3:25])([CH3:27])[CH3:26])[CH:15]=1)=[O:18])([CH3:39])[CH3:37]. The catalyst class is: 3. (2) The catalyst class is: 692. Product: [Cl:21][C:22]1[N:27]=[C:26]([N:6]([CH:1]2[CH2:2][CH2:3][CH2:4][CH2:5]2)[CH2:7][C:8]([F:13])([F:14])[C:9]([O:11][CH3:12])=[O:10])[C:25]([N+:29]([O-:31])=[O:30])=[CH:24][N:23]=1. Reactant: [CH:1]1([NH:6][CH2:7][C:8]([F:14])([F:13])[C:9]([O:11][CH3:12])=[O:10])[CH2:5][CH2:4][CH2:3][CH2:2]1.C([O-])([O-])=O.[K+].[K+].[Cl:21][C:22]1[N:27]=[C:26](Cl)[C:25]([N+:29]([O-:31])=[O:30])=[CH:24][N:23]=1. (3) Product: [C:31]1([S:37]([N:1]2[C:5]3[CH:6]=[CH:7][CH:8]=[CH:9][C:4]=3[N:3]=[C:2]2[CH2:10][N:11]([CH2:12][C:13]2[CH:14]=[CH:15][C:16]([CH2:19][NH:20][S:37]([C:47]3[CH:46]=[CH:33][CH:32]=[CH:31][CH:36]=3)(=[O:39])=[O:38])=[CH:17][CH:18]=2)[CH:21]2[C:30]3[N:29]=[CH:28][CH:27]=[CH:26][C:25]=3[CH2:24][CH2:23][CH2:22]2)(=[O:39])=[O:38])[CH:36]=[CH:35][CH:34]=[CH:33][CH:32]=1. The catalyst class is: 2. Reactant: [NH:1]1[C:5]2[CH:6]=[CH:7][CH:8]=[CH:9][C:4]=2[N:3]=[C:2]1[CH2:10][N:11]([CH:21]1[C:30]2[N:29]=[CH:28][CH:27]=[CH:26][C:25]=2[CH2:24][CH2:23][CH2:22]1)[CH2:12][C:13]1[CH:18]=[CH:17][C:16]([CH2:19][NH2:20])=[CH:15][CH:14]=1.[C:31]1([S:37](Cl)(=[O:39])=[O:38])[CH:36]=[CH:35][CH:34]=[CH:33][CH:32]=1.CCN([CH2:46][CH3:47])CC. (4) Reactant: [CH2:1]([N:3]1[CH2:8][C:7]([CH3:10])([CH3:9])[O:6][C:5](=[O:11])[CH:4]1[CH2:12][C:13]([OH:15])=O)[CH3:2].C(N(C(C)C)CC)(C)C.CN(C(ON1N=NC2C=CC=NC1=2)=[N+](C)C)C.F[P-](F)(F)(F)(F)F.[CH3:49][O:50][C:51]1[CH:52]=[C:53]([CH:56]=[CH:57][CH:58]=1)[CH2:54][NH2:55]. Product: [CH2:1]([N:3]1[CH2:8][C:7]([CH3:9])([CH3:10])[O:6][C:5](=[O:11])[CH:4]1[CH2:12][C:13]([NH:55][CH2:54][C:53]1[CH:56]=[CH:57][CH:58]=[C:51]([O:50][CH3:49])[CH:52]=1)=[O:15])[CH3:2]. The catalyst class is: 3. (5) Reactant: [CH3:1][N:2]([S:15]([C:18]1[S:19][CH:20]=[CH:21][CH:22]=1)(=[O:17])=[O:16])[C:3]1[CH:4]=[CH:5][CH:6]=[C:7]2[C:11]=1[NH:10][C:9]([C:12](O)=[O:13])=[CH:8]2.[NH2:23][CH2:24][C:25]([S:30][CH2:31][C:32]1[CH:37]=[CH:36][CH:35]=[CH:34][CH:33]=1)([CH3:29])[CH2:26][CH2:27][OH:28].N1(O)C2C=CC=CC=2N=N1.Cl.CN(C)CCCN=C=NCC. Product: [CH2:31]([S:30][C:25]([CH3:29])([CH2:26][CH2:27][OH:28])[CH2:24][NH:23][C:12]([C:9]1[NH:10][C:11]2[C:7]([CH:8]=1)=[CH:6][CH:5]=[CH:4][C:3]=2[N:2]([CH3:1])[S:15]([C:18]1[S:19][CH:20]=[CH:21][CH:22]=1)(=[O:16])=[O:17])=[O:13])[C:32]1[CH:37]=[CH:36][CH:35]=[CH:34][CH:33]=1. The catalyst class is: 145.